This data is from Peptide-MHC class I binding affinity with 185,985 pairs from IEDB/IMGT. The task is: Regression. Given a peptide amino acid sequence and an MHC pseudo amino acid sequence, predict their binding affinity value. This is MHC class I binding data. The peptide sequence is GLKISLCGI. The MHC is HLA-A02:11 with pseudo-sequence HLA-A02:11. The binding affinity (normalized) is 0.671.